Task: Predict which catalyst facilitates the given reaction.. Dataset: Catalyst prediction with 721,799 reactions and 888 catalyst types from USPTO (1) Reactant: [CH3:1][O:2][C:3]([C:5]1[C:6]([Cl:13])=[N:7][C:8](Cl)=[CH:9][C:10]=1[CH3:11])=[O:4].C([O-])([O-])=O.[K+].[K+].[NH:20]1[CH2:25][CH2:24][O:23][CH2:22][CH2:21]1.O. Product: [CH3:1][O:2][C:3]([C:5]1[C:6]([Cl:13])=[N:7][C:8]([N:20]2[CH2:25][CH2:24][O:23][CH2:22][CH2:21]2)=[CH:9][C:10]=1[CH3:11])=[O:4]. The catalyst class is: 3. (2) Reactant: [F:1][C:2]1[CH:8]=[CH:7][CH:6]=[CH:5][C:3]=1[NH2:4].C(=O)([O-])[O-].[K+].[K+].[Br:15][CH2:16][C:17](Br)=[O:18].O. Product: [Br:15][CH2:16][C:17]([NH:4][C:3]1[CH:5]=[CH:6][CH:7]=[CH:8][C:2]=1[F:1])=[O:18]. The catalyst class is: 4. (3) Product: [Br:2][P:1]([Br:4])[C:10]1[CH:11]=[CH:12][C:7]([O:6][CH3:5])=[CH:8][C:9]=1[O:13][CH3:14]. The catalyst class is: 17. Reactant: [P:1]([Br:4])(Br)[Br:2].[CH3:5][O:6][C:7]1[CH:12]=[CH:11][CH:10]=[C:9]([O:13][CH3:14])[CH:8]=1.